Binary Classification. Given two protein amino acid sequences, predict whether they physically interact or not. From a dataset of Human Reference Interactome with 51,813 positive PPI pairs across 8,248 proteins, plus equal number of experimentally-validated negative pairs. (1) Protein 1 (ENSG00000212123) has sequence XLEGAEVLGNQPAPTCAEPPPAMGTIGWVGAPAGEGSGAHPPKGPTHLGTFVHRLLEPVSSPRPRERGVSSPTSRYRPPLSP*MQHPKPFCAPAAPQEGFSPQSLEGAEVLGNQPAPTCAEPPPAMGSLNLYHPPDPEKEVFPAPPAGFQMAPCGCFFDPRIYRIEWTTPDLGQSALYKLAASSGGPAGVPSAPGSYLLEPQPYLKAPGLPPYPHYQQAPGGPQFLLPYFPPEGPGPEALGFVGDAGPAAFVELPLPPLEEGPAPLPPPPPKENKPPPVLITLPAEPTLPPDAYSHLQGH.... Protein 2 (ENSG00000091483) has sequence MYRALRLLARSRPLVRAPAAALASAPGLGGAAVPSFWPPNAARMASQNSFRIEYDTFGELKVPNDKYYGAQTVRSTMNFKIGGVTERMPTPVIKAFGILKRAAAEVNQDYGLDPKIANAIMKAADEVAEGKLNDHFPLVVWQTGSGTQTNMNVNEVISNRAIEMLGGELGSKIPVHPNDHVNKSQSSNDTFPTAMHIAAAIEVHEVLLPGLQKLHDALDAKSKEFAQIIKIGRTHTQDAVPLTLGQEFSGYVQQVKYAMTRIKAAMPRIYELAAGGTAVGTGLNTRIGFAEKVAAKVAAL.... Result: 0 (the proteins do not interact). (2) Protein 1 (ENSG00000170925) has sequence MALRPEDPSSGFRHGNVVAFIIEKMARHTKGPEFYFENISLSWEEVEDKLRAILEDSEVPSEVKEACTWGSLALGVRFAHRQGQLQNRRVQWLQGFAKLHRSAALVLASNLTELKEQQEMECNEATFQLQLTETSLAEVQRERDMLRWKLFHAELAPPQGQGQATVFPGLATAGGDWTEGAGEQEKEAVAAAGAAGGKGEERYAEAGPAPAEVLQGLGGGFRQPLGAIVAGKLHLCGAEGERSQVSTNSHVCLLWAWVHSLTGASSCPAPYLIHILIPMPFVRLLSHTQYTPFTSKGHRT.... Protein 2 (ENSG00000007216) has sequence MATCWQALWAYRSYLIVFFVPILLLPLPILVPSKEAYCAYAIILMALFWCTEALPLAVTALFPLILFPMMGIVDASEVAVEYLKDSNLLFFGGLLVAIAVEHWNLHKRIALRVLLIVGVRPAPLILGFMLVTAFLSMWISNTATSAMMVPIAHAVLDQLHSSQASSNVEEGSNNPTFELQEPSPQKEVTKLDNGQALPVTSASSEGRAHLSQKHLHLTQCMSLCVCYSASIGGIATLTGTAPNLVLQGQINSLFPQNGNVVNFASWFSFAFPTMVILLLLAWLWLQILFLGFNFRKNFGI.... Result: 0 (the proteins do not interact).